Dataset: Full USPTO retrosynthesis dataset with 1.9M reactions from patents (1976-2016). Task: Predict the reactants needed to synthesize the given product. (1) Given the product [CH2:1]([O:8][C:9](=[O:10])[NH:11][CH2:12][C@@H:13]([C:16]1[CH:21]=[CH:20][C:19]([OH:22])=[CH:18][CH:17]=1)[O:14][CH3:15])[C:2]1[CH:7]=[CH:6][CH:5]=[CH:4][CH:3]=1, predict the reactants needed to synthesize it. The reactants are: [CH2:1]([O:8][C:9]([NH:11][CH2:12][C@H:13]([C:16]1[CH:21]=[CH:20][C:19]([O:22]C(=O)C)=[CH:18][CH:17]=1)[O:14][CH3:15])=[O:10])[C:2]1[CH:7]=[CH:6][CH:5]=[CH:4][CH:3]=1.[OH-].[K+].Cl. (2) Given the product [CH3:35][C:25]1[CH:24]=[C:23]([CH:28]=[CH:27][C:26]=1[CH:29]1[CH2:34][CH2:33][S:32][CH2:31][CH2:30]1)[O:22][CH2:21][C:18]1[CH:19]=[CH:20][C:15]([CH:12]2[CH2:11][CH2:10][N:9]([CH2:8][CH2:7][C:6]([OH:36])=[O:5])[CH2:14][CH2:13]2)=[CH:16][CH:17]=1, predict the reactants needed to synthesize it. The reactants are: C([O:5][C:6](=[O:36])[CH2:7][CH2:8][N:9]1[CH2:14][CH2:13][CH:12]([C:15]2[CH:20]=[CH:19][C:18]([CH2:21][O:22][C:23]3[CH:28]=[CH:27][C:26]([CH:29]4[CH2:34][CH2:33][S:32][CH2:31][CH2:30]4)=[C:25]([CH3:35])[CH:24]=3)=[CH:17][CH:16]=2)[CH2:11][CH2:10]1)(C)(C)C.C([SiH](CC)CC)C.C(O)(C(F)(F)F)=O. (3) Given the product [CH2:1]([O:8][C:20]1[N:25]=[CH:24][C:23]([C:26]([N:28]2[C:34]3[CH:35]=[CH:36][CH:37]=[CH:38][C:33]=3[CH2:32][N:31]3[C:39]([C:42]([NH:44][CH2:45][C:46]4[CH:47]=[N:48][CH:49]=[CH:50][CH:51]=4)=[O:43])=[CH:40][CH:41]=[C:30]3[CH2:29]2)=[O:27])=[CH:22][CH:21]=1)[C:2]1[CH:7]=[CH:6][CH:5]=[CH:4][CH:3]=1, predict the reactants needed to synthesize it. The reactants are: [CH2:1]([OH:8])[C:2]1[CH:7]=[CH:6][CH:5]=[CH:4][CH:3]=1.C[Si]([N-][Si](C)(C)C)(C)C.[Na+].Cl[C:20]1[N:25]=[CH:24][C:23]([C:26]([N:28]2[C:34]3[CH:35]=[CH:36][CH:37]=[CH:38][C:33]=3[CH2:32][N:31]3[C:39]([C:42]([NH:44][CH2:45][C:46]4[CH:47]=[N:48][CH:49]=[CH:50][CH:51]=4)=[O:43])=[CH:40][CH:41]=[C:30]3[CH2:29]2)=[O:27])=[CH:22][CH:21]=1. (4) Given the product [N:1]1([C:6](=[CH2:12])[C:7]([O:9][CH3:10])=[O:8])[CH:5]=[CH:4][N:3]=[N:2]1, predict the reactants needed to synthesize it. The reactants are: [N:1]1([CH2:6][C:7]([O:9][CH2:10]C)=[O:8])[CH:5]=[CH:4][N:3]=[N:2]1.[CH2:12](N(CC)CC)C. (5) Given the product [CH:1]1[C:11]2[CH2:10][C:9]3([CH2:15][CH2:14][CH:13]([N:16]4[CH2:17][CH2:18][CH:19]([C:22]([OH:24])=[O:23])[CH2:20][CH2:21]4)[CH2:12]3)[C:8]3[CH:27]=[CH:28][CH:29]=[CH:30][C:7]=3[O:6][C:5]=2[CH:4]=[CH:3][CH:2]=1, predict the reactants needed to synthesize it. The reactants are: [CH:1]1[C:11]2[CH2:10][C:9]3([CH2:15][CH2:14][CH:13]([N:16]4[CH2:21][CH2:20][CH:19]([C:22]([O:24]CC)=[O:23])[CH2:18][CH2:17]4)[CH2:12]3)[C:8]3[CH:27]=[CH:28][CH:29]=[CH:30][C:7]=3[O:6][C:5]=2[CH:4]=[CH:3][CH:2]=1.[OH-].[K+]. (6) Given the product [CH2:1]([C:8]1[N:9]=[C:10]([C:31]([NH:59][CH:54]2[CH2:53][CH2:16][S:23](=[O:30])(=[O:29])[CH2:56][CH2:55]2)=[O:32])[S:11][C:12]=1[C:13]1[C:22]2[C:17](=[CH:18][CH:19]=[CH:20][CH:21]=2)[C:16]([S:23](=[O:29])(=[O:30])[NH:24][C:25]([CH3:26])([CH3:28])[CH3:27])=[CH:15][CH:14]=1)[C:2]1[CH:7]=[CH:6][CH:5]=[CH:4][CH:3]=1, predict the reactants needed to synthesize it. The reactants are: [CH2:1]([C:8]1[N:9]=[C:10]([C:31]([O-])=[O:32])[S:11][C:12]=1[C:13]1[C:22]2[C:17](=[CH:18][CH:19]=[CH:20][CH:21]=2)[C:16]([S:23](=[O:30])(=[O:29])[NH:24][C:25]([CH3:28])([CH3:27])[CH3:26])=[CH:15][CH:14]=1)[C:2]1[CH:7]=[CH:6][CH:5]=[CH:4][CH:3]=1.[K+].CCN(C(C)C)C(C)C.CN(C(ON1N=[N:59][C:54]2[CH:55]=[CH:56]C=N[C:53]1=2)=[N+](C)C)C.F[P-](F)(F)(F)(F)F.